From a dataset of Reaction yield outcomes from USPTO patents with 853,638 reactions. Predict the reaction yield, written as a fraction of the theoretical maximum amount of product (1.0 means a 100% yield; for example, 0.34 means a 34% yield). (1) The reactants are [CH2:1]([O:8][C:9]([NH:11][C:12]1[CH:17]=[CH:16][C:15](B(O)O)=[CH:14][CH:13]=1)=[O:10])[C:2]1[CH:7]=[CH:6][CH:5]=[CH:4][CH:3]=1.[Li+].[Cl-].C([O-])([O-])=O.[Na+].[Na+].[C:29]([Si:33]([CH3:50])([CH3:49])[O:34][CH:35]1[CH2:40][CH2:39][C:38](OS(C(F)(F)F)(=O)=O)=[CH:37][CH2:36]1)([CH3:32])([CH3:31])[CH3:30]. The catalyst is C1(C)C=CC=CC=1.CCOC(C)=O.O.C1C=CC([P]([Pd]([P](C2C=CC=CC=2)(C2C=CC=CC=2)C2C=CC=CC=2)([P](C2C=CC=CC=2)(C2C=CC=CC=2)C2C=CC=CC=2)[P](C2C=CC=CC=2)(C2C=CC=CC=2)C2C=CC=CC=2)(C2C=CC=CC=2)C2C=CC=CC=2)=CC=1.CCO. The product is [CH2:1]([O:8][C:9](=[O:10])[NH:11][C:12]1[CH:17]=[CH:16][C:15]([C:38]2[CH2:39][CH2:40][CH:35]([O:34][Si:33]([C:29]([CH3:32])([CH3:31])[CH3:30])([CH3:49])[CH3:50])[CH2:36][CH:37]=2)=[CH:14][CH:13]=1)[C:2]1[CH:7]=[CH:6][CH:5]=[CH:4][CH:3]=1. The yield is 0.980. (2) The reactants are [O-]P([O-])([O-])=O.[K+].[K+].[K+].[CH3:9][S:10]([NH2:13])(=[O:12])=[O:11].N(CC(O)=O)C.[OH:20][C:21]1[C:26]([N:27]2[CH2:32][CH2:31][O:30][CH2:29][CH2:28]2)=[N:25][N:24]([CH2:33][CH2:34][CH:35]([CH3:37])[CH3:36])[C:23](=[O:38])[C:22]=1[C:39]1[NH:40][S:41](=[O:51])(=[O:50])[C:42]2[CH:48]=[C:47](I)[CH:46]=[CH:45][C:43]=2[N:44]=1. The catalyst is CN(C=O)C.[Cu]I. The product is [OH:20][C:21]1[C:26]([N:27]2[CH2:32][CH2:31][O:30][CH2:29][CH2:28]2)=[N:25][N:24]([CH2:33][CH2:34][CH:35]([CH3:37])[CH3:36])[C:23](=[O:38])[C:22]=1[C:39]1[NH:40][S:41](=[O:51])(=[O:50])[C:42]2[CH:48]=[C:47]([NH:13][S:10]([CH3:9])(=[O:12])=[O:11])[CH:46]=[CH:45][C:43]=2[N:44]=1. The yield is 0.120.